Dataset: Reaction yield outcomes from USPTO patents with 853,638 reactions. Task: Predict the reaction yield, written as a fraction of the theoretical maximum amount of product (1.0 means a 100% yield; for example, 0.34 means a 34% yield). (1) The reactants are Br[C:2]1[CH:7]=[CH:6][C:5]([S:8]([NH:11][C:12]([CH3:15])([CH3:14])[CH3:13])(=[O:10])=[O:9])=[C:4]([Cl:16])[C:3]=1[Cl:17].C1(C)C=CC=CC=1P(C1C=CC=CC=1C)C1C=CC=CC=1C.[CH:40]([O:42]CCCC)=[CH2:41]. The catalyst is C(#N)C.Cl.CC([O-])=O.CC([O-])=O.[Pd+2]. The product is [C:40]([C:2]1[CH:7]=[CH:6][C:5]([S:8]([NH:11][C:12]([CH3:15])([CH3:14])[CH3:13])(=[O:10])=[O:9])=[C:4]([Cl:16])[C:3]=1[Cl:17])(=[O:42])[CH3:41]. The yield is 0.400. (2) The reactants are [F:1][C@@H:2]1[CH2:7][C@@H:6](O)[CH2:5][N:4]([C:9]([O:11][CH2:12][C:13]2[CH:18]=[CH:17][CH:16]=[CH:15][CH:14]=2)=[O:10])[CH2:3]1.C(N(CC)CC)C.CS(Cl)(=O)=O.[N-:31]=[N+:32]=[N-:33].[Na+]. The catalyst is ClCCl.C(OCC)C.CCOC(C)=O. The product is [N:31]([C@H:6]1[CH2:7][C@@H:2]([F:1])[CH2:3][N:4]([C:9]([O:11][CH2:12][C:13]2[CH:18]=[CH:17][CH:16]=[CH:15][CH:14]=2)=[O:10])[CH2:5]1)=[N+:32]=[N-:33]. The yield is 0.900. (3) The reactants are C([O:8][C:9]1[CH:10]=[C:11]([CH:20]([OH:28])[C:21]2[CH:26]=[CH:25][C:24]([CH3:27])=[CH:23][CH:22]=2)[CH:12]=[C:13]2[C:18]=1[N:17]=[CH:16][NH:15][C:14]2=[O:19])C1C=CC=CC=1.B(Br)(Br)Br. The catalyst is ClCCl. The product is [OH:8][C:9]1[CH:10]=[C:11]([CH:20]([OH:28])[C:21]2[CH:26]=[CH:25][C:24]([CH3:27])=[CH:23][CH:22]=2)[CH:12]=[C:13]2[C:18]=1[N:17]=[CH:16][NH:15][C:14]2=[O:19]. The yield is 0.970. (4) The reactants are C(=O)(SC)O[O:3][CH:4]([O:8][C:9](=[O:13])[CH:10]([CH3:12])[CH3:11])[CH:5]([CH3:7])[CH3:6].[OH:17][N:18]1[C:22](=[O:23])[C@H:21]([O:24][C:25](=[O:32])[C:26]2[CH:31]=[CH:30][CH:29]=[CH:28][CH:27]=2)[C@@H:20]([O:33][C:34](=[O:41])[C:35]2[CH:40]=[CH:39][CH:38]=[CH:37][CH:36]=2)[C:19]1=[O:42].[C:43](OO)(=[O:45])C.C(O)(=O)C. The catalyst is ClCCCl. The product is [CH3:12][CH:10]([CH3:11])[C:9]([O:8][C@@H:4]([O:3][C:43]([O:17][N:18]1[C:22](=[O:23])[C@H:21]([O:24][C:25](=[O:32])[C:26]2[CH:27]=[CH:28][CH:29]=[CH:30][CH:31]=2)[C@@H:20]([O:33][C:34](=[O:41])[C:35]2[CH:40]=[CH:39][CH:38]=[CH:37][CH:36]=2)[C:19]1=[O:42])=[O:45])[CH:5]([CH3:6])[CH3:7])=[O:13]. The yield is 0.250. (5) The reactants are [CH3:1][NH:2][C:3]1[CH:11]=[C:10]2[C:6]([C:7]([CH3:12])=[N:8][NH:9]2)=[CH:5][CH:4]=1.[Cl:13][C:14]1[N:19]=[CH:18][N:17]=[C:16]([NH:20][C:21]2[CH:26]=[CH:25][CH:24]=[C:23]([CH2:27][S:28]([CH3:31])(=[O:30])=[O:29])[CH:22]=2)[N:15]=1. The catalyst is C(O)(C)C. The product is [ClH:13].[CH3:1][N:2]([C:3]1[CH:11]=[C:10]2[C:6]([C:7]([CH3:12])=[N:8][NH:9]2)=[CH:5][CH:4]=1)[C:18]1[N:17]=[C:16]([NH:20][C:21]2[CH:26]=[CH:25][CH:24]=[C:23]([CH2:27][S:28]([CH3:31])(=[O:29])=[O:30])[CH:22]=2)[N:15]=[CH:14][N:19]=1. The yield is 0.420. (6) The reactants are [CH2:1]1[NH:6][CH2:5][CH2:4][NH:3][CH2:2]1.[CH2:7](Br)[CH2:8][C:9]1[CH:14]=[CH:13][CH:12]=[CH:11][CH:10]=1.C([O-])([O-])=O.[K+].[K+]. The catalyst is CN(C=O)C. The product is [CH2:7]([N:3]1[CH2:4][CH2:5][N:6]([CH2:7][CH2:8][C:9]2[CH:14]=[CH:13][CH:12]=[CH:11][CH:10]=2)[CH2:1][CH2:2]1)[CH2:8][C:9]1[CH:14]=[CH:13][CH:12]=[CH:11][CH:10]=1. The yield is 0.547. (7) The catalyst is C(Cl)Cl.C([O-])(=O)C.[Cu+2].C([O-])(=O)C. The reactants are [OH:1][C:2]1[CH:11]=[C:10]2[C:5]([CH2:6][CH2:7][CH:8]([C:12]([O:14][CH3:15])=[O:13])[CH2:9]2)=[CH:4][CH:3]=1.C(N(CC)CC)C.[C:23]([NH:30][C:31]1[CH:32]=[C:33](B(O)O)[CH:34]=[CH:35][CH:36]=1)([O:25][C:26]([CH3:29])([CH3:28])[CH3:27])=[O:24]. The product is [C:26]([O:25][C:23]([NH:30][C:31]1[CH:36]=[C:35]([CH:34]=[CH:33][CH:32]=1)[O:1][C:2]1[CH:11]=[C:10]2[C:5]([CH2:6][CH2:7][CH:8]([C:12]([O:14][CH3:15])=[O:13])[CH2:9]2)=[CH:4][CH:3]=1)=[O:24])([CH3:29])([CH3:27])[CH3:28]. The yield is 0.150.